This data is from Full USPTO retrosynthesis dataset with 1.9M reactions from patents (1976-2016). The task is: Predict the reactants needed to synthesize the given product. (1) Given the product [C:17]([CH2:16][C:15]1[C:7]([Cl:6])=[C:8]([CH:12]=[CH:13][CH:14]=1)[C:9]([OH:11])=[O:10])([OH:2])=[O:19], predict the reactants needed to synthesize it. The reactants are: S(=O)(=O)(O)[OH:2].[Cl:6][C:7]1[C:15]([CH2:16][C:17]#N)=[CH:14][CH:13]=[CH:12][C:8]=1[C:9]([OH:11])=[O:10].[OH2:19]. (2) Given the product [CH2:16]1[C:13]2([CH2:12][N:11]([CH2:10][C:9]3[CH:18]=[CH:19][C:6]([O:5][CH:3]4[CH2:4][N:1]([C:31]([C:29]5[O:30][C:26]([C:20]6[CH:21]=[CH:22][CH:23]=[CH:24][CH:25]=6)=[N:27][N:28]=5)=[O:32])[CH2:2]4)=[CH:7][CH:8]=3)[CH2:17]2)[CH2:14][O:15]1, predict the reactants needed to synthesize it. The reactants are: [NH:1]1[CH2:4][CH:3]([O:5][C:6]2[CH:19]=[CH:18][C:9]([CH2:10][N:11]3[CH2:17][C:13]4([CH2:16][O:15][CH2:14]4)[CH2:12]3)=[CH:8][CH:7]=2)[CH2:2]1.[C:20]1([C:26]2[O:30][C:29]([C:31](OCC)=[O:32])=[N:28][N:27]=2)[CH:25]=[CH:24][CH:23]=[CH:22][CH:21]=1.